From a dataset of Catalyst prediction with 721,799 reactions and 888 catalyst types from USPTO. Predict which catalyst facilitates the given reaction. (1) Reactant: [Br:1][C:2]1[CH:3]=[C:4]2[C:21](=[CH:22][CH:23]=1)[O:20][C:7]1=[N:8][CH:9]=[C:10]([O:12][CH2:13][C:14]([O:18][CH3:19])([CH3:17])[CH2:15]I)[CH:11]=[C:6]1[C:5]2=[O:24].[CH3:25][Mg]Cl.[Li+].[B-](CC)(CC)CC. Product: [Br:1][C:2]1[CH:3]=[C:4]2[C:21](=[CH:22][CH:23]=1)[O:20][C:7]1=[N:8][CH:9]=[C:10]([O:12][CH2:13][C:14]([O:18][CH3:19])([CH3:17])[CH3:15])[CH:11]=[C:6]1[C:5]2([CH3:25])[OH:24]. The catalyst class is: 1. (2) Reactant: CN(C(ON1N=NC2C=CC=NC1=2)=[N+](C)C)C.F[P-](F)(F)(F)(F)F.[F:25][CH:26]([F:29])[CH2:27][NH2:28].[CH2:30]([N:32]([CH2:55][C:56](O)=[O:57])[C:33]([C:35]1[CH:36]=[C:37]2[C:45](=[CH:46][CH:47]=1)[N:44]([CH3:48])[C:43]1[CH2:42][CH2:41][CH:40]([CH:49]3[CH2:54][CH2:53][O:52][CH2:51][CH2:50]3)[CH2:39][C:38]2=1)=[O:34])[CH3:31].C(N(CC)C(C)C)(C)C. The catalyst class is: 3. Product: [F:25][CH:26]([F:29])[CH2:27][NH:28][C:56](=[O:57])[CH2:55][N:32]([CH2:30][CH3:31])[C:33]([C:35]1[CH:36]=[C:37]2[C:45](=[CH:46][CH:47]=1)[N:44]([CH3:48])[C:43]1[CH2:42][CH2:41][CH:40]([CH:49]3[CH2:54][CH2:53][O:52][CH2:51][CH2:50]3)[CH2:39][C:38]2=1)=[O:34]. (3) Reactant: [CH:1]1([CH2:4][O:5][NH:6][C:7]([C:9]2[C:20]([NH:21][C:22]3[CH:27]=[CH:26][C:25]([Cl:28])=[CH:24][C:23]=3[CH3:29])=[C:19]([F:30])[C:12]3[N:13]=[CH:14][N:15]([CH2:16][CH:17]=[O:18])[C:11]=3[CH:10]=2)=[O:8])[CH2:3][CH2:2]1.C(=O)([O-])[O-].[K+].[K+].[N+:37]([CH2:39]S(C1C=CC(C)=CC=1)(=O)=O)#[C-:38]. Product: [CH:1]1([CH2:4][O:5][NH:6][C:7]([C:9]2[C:20]([NH:21][C:22]3[CH:27]=[CH:26][C:25]([Cl:28])=[CH:24][C:23]=3[CH3:29])=[C:19]([F:30])[C:12]3[N:13]=[CH:14][N:15]([CH2:16][C:17]4[O:18][CH:39]=[N:37][CH:38]=4)[C:11]=3[CH:10]=2)=[O:8])[CH2:2][CH2:3]1. The catalyst class is: 5. (4) Reactant: [CH:1]1([C:7]2[CH:12]=[CH:11][C:10]([C:13](=O)/[CH:14]=[C:15](/[C:29]3[CH:42]=[CH:41][C:32]([C:33]([NH:35][CH2:36][CH2:37][C:38]([OH:40])=[O:39])=[O:34])=[CH:31][CH:30]=3)\[C:16](=O)[C:17]3[CH:22]=[CH:21][C:20]([O:23][C:24]([F:27])([F:26])[F:25])=[CH:19][CH:18]=3)=[CH:9][CH:8]=2)[CH2:6][CH2:5][CH2:4][CH2:3][CH2:2]1.O.[NH2:45][NH2:46]. Product: [CH:1]1([C:7]2[CH:8]=[CH:9][C:10]([C:13]3[N:46]=[N:45][C:16]([C:17]4[CH:18]=[CH:19][C:20]([O:23][C:24]([F:26])([F:27])[F:25])=[CH:21][CH:22]=4)=[C:15]([C:29]4[CH:30]=[CH:31][C:32]([C:33]([NH:35][CH2:36][CH2:37][C:38]([OH:40])=[O:39])=[O:34])=[CH:41][CH:42]=4)[CH:14]=3)=[CH:11][CH:12]=2)[CH2:2][CH2:3][CH2:4][CH2:5][CH2:6]1. The catalyst class is: 8. (5) Reactant: C([O:3][C:4]1[CH:9]=[CH:8][C:7]([C:10]2[C:15](=[O:16])[N:14]3[CH:17]=[CH:18][S:19][C:13]3=[N:12][C:11]=2[CH3:20])=[CH:6][CH:5]=1)C.C([O-])([O-])=O.[Cs+].[Cs+].ClC[CH:29]([F:31])[F:30]. Product: [F:30][CH:29]([F:31])[O:3][C:4]1[CH:5]=[CH:6][C:7]([C:10]2[C:15](=[O:16])[N:14]3[CH:17]=[CH:18][S:19][C:13]3=[N:12][C:11]=2[CH3:20])=[CH:8][CH:9]=1. The catalyst class is: 39.